From a dataset of Experimentally validated miRNA-target interactions with 360,000+ pairs, plus equal number of negative samples. Binary Classification. Given a miRNA mature sequence and a target amino acid sequence, predict their likelihood of interaction. (1) The miRNA is mmu-miR-3102-5p with sequence GUGAGUGGCCAGGGUGGGGCUG. The protein sequence of the target gene is MIRPQLRTAGLGRCLLPGLLLLLVPVLWAGAEKLHTQPSCPAVCQPTRCPALPTCALGTTPVFDLCRCCRVCPAAEREVCGGAQGQPCAPGLQCLQPLRPGFPSTCGCPTLGGAVCGSDRRTYPSMCALRAENRAARRLGKVPAVPVQWGNCGDTGTRSAGPLRRNYNFIAAVVEKVAPSVVHVQLWGRLLHGSRLVPVYSGSGFIVSEDGLIITNAHVVRNQQWIEVVLQNGARYEAVVKDIDLKLDLAVIKIESNAELPVLMLGRSSDLRAGEFVVALGSPFSLQNTATAGIVSTKQR.... Result: 0 (no interaction). (2) The miRNA is hsa-miR-4677-3p with sequence UCUGUGAGACCAAAGAACUACU. The protein sequence of the target gene is MSLPRRSRKRRRSSSGSDTFSGDGDSFVSPQLRCGPVLSPPPGLGRGRRLTGTGTNKRRVSDDQIDQLLLANWGLPKAVLEKYHSFGVRKMFEWQAECLLLGHVLEGKNLVYSAPTSAGKTLVAELLILKRVLETRKKALFILPFVSVAKEKKCYLQSLFQEVGLKVDGYMGSTSPTGQFSSLDIAVCTIERANGLVNRLIEENKMDLLGMVVVDELHMLGDSHRGYLLELLLTKICYVTRKSASHQAESASTLSNAVQIVGMSATLPNLQLVASWLNAELYHTDFRPVPLLESIKIGNS.... Result: 0 (no interaction).